Dataset: Peptide-MHC class I binding affinity with 185,985 pairs from IEDB/IMGT. Task: Regression. Given a peptide amino acid sequence and an MHC pseudo amino acid sequence, predict their binding affinity value. This is MHC class I binding data. (1) The peptide sequence is YMLDMTFPV. The MHC is HLA-C07:01 with pseudo-sequence HLA-C07:01. The binding affinity (normalized) is 0.0847. (2) The peptide sequence is HESFDLAGLF. The MHC is HLA-B40:01 with pseudo-sequence HLA-B40:01. The binding affinity (normalized) is 0.298.